Task: Predict the reaction yield, written as a fraction of the theoretical maximum amount of product (1.0 means a 100% yield; for example, 0.34 means a 34% yield).. Dataset: Reaction yield outcomes from USPTO patents with 853,638 reactions (1) The reactants are C[O:2][C:3](=[O:30])[C:4]([NH:7][C:8]1[CH:13]=[CH:12][CH:11]=[C:10]([CH:14]2[C:23]([CH3:25])([CH3:24])[CH2:22][C:21]3[C:16](=[CH:17][CH:18]=[C:19]([C:26]([F:29])([F:28])[F:27])[CH:20]=3)[NH:15]2)[CH:9]=1)([CH3:6])[CH3:5].Cl. The catalyst is O1CCCC1.[OH-].[Li+].O. The product is [CH3:24][C:23]1([CH3:25])[CH2:22][C:21]2[C:16](=[CH:17][CH:18]=[C:19]([C:26]([F:28])([F:27])[F:29])[CH:20]=2)[NH:15][CH:14]1[C:10]1[CH:9]=[C:8]([NH:7][C:4]([CH3:6])([CH3:5])[C:3]([OH:30])=[O:2])[CH:13]=[CH:12][CH:11]=1. The yield is 0.00700. (2) The reactants are [CH2:1]([NH:8][C:9]([C:11]1[S:15][C:14]([N:16]2[CH:21]=[CH:20][C:19]([OH:22])=[CH:18][C:17]2=[O:23])=[N:13][C:12]=1[CH3:24])=[O:10])[C:2]1[CH:7]=[CH:6][CH:5]=[CH:4][CH:3]=1.[F:25][C:26]([F:39])([F:38])[S:27](O[S:27]([C:26]([F:39])([F:38])[F:25])(=[O:29])=[O:28])(=[O:29])=[O:28].C(OCC)(=O)C. The catalyst is N1C=CC=CC=1. The product is [F:25][C:26]([F:39])([F:38])[S:27]([O:22][C:19]1[CH:20]=[CH:21][N:16]([C:14]2[S:15][C:11]([C:9](=[O:10])[NH:8][CH2:1][C:2]3[CH:7]=[CH:6][CH:5]=[CH:4][CH:3]=3)=[C:12]([CH3:24])[N:13]=2)[C:17](=[O:23])[CH:18]=1)(=[O:29])=[O:28]. The yield is 0.580. (3) The reactants are [H-].[Al+3].[Li+].[H-].[H-].[H-].[CH2:7]([N:14]1[CH:18]([CH3:19])[CH2:17][CH:16]([C:20](OC)=[O:21])[C:15]1=O)[C:8]1[CH:13]=[CH:12][CH:11]=[CH:10][CH:9]=1.[OH-].[Na+].S([O-])([O-])(=O)=O.[Mg+2]. The product is [CH2:7]([N:14]1[CH:18]([CH3:19])[CH2:17][CH:16]([CH2:20][OH:21])[CH2:15]1)[C:8]1[CH:13]=[CH:12][CH:11]=[CH:10][CH:9]=1. The yield is 0.970. The catalyst is O1CCCC1.O.